From a dataset of hERG Central: cardiac toxicity at 1µM, 10µM, and general inhibition. Predict hERG channel inhibition at various concentrations. (1) The molecule is O=C(NCCCc1ccccc1)C1CCN(S(=O)(=O)c2ccc(F)cc2)CC1. Results: hERG_inhib (hERG inhibition (general)): blocker. (2) The molecule is COc1cc(SC)ccc1C(=O)N1CCN(S(=O)(=O)/C=C/c2ccccc2)CC1. Results: hERG_inhib (hERG inhibition (general)): blocker. (3) Results: hERG_inhib (hERG inhibition (general)): blocker. The compound is O=C(C1=C[C@H](c2ccc(Br)cc2)C[C@H](OCCCCO)O1)N1CCN(Cc2ccccc2)CC1. (4) The molecule is CCC(C)n1c(=N)c(C#N)cc2c(=O)n3cc(C)ccc3nc21. Results: hERG_inhib (hERG inhibition (general)): blocker. (5) The molecule is O=C(CSCc1ccc([N+](=O)[O-])cc1)NC1CCCCCC1. Results: hERG_inhib (hERG inhibition (general)): blocker. (6) The compound is CC(C)Cn1c(=O)c2c(nc3n2CCCN3Cc2ccccc2)n(C)c1=O. Results: hERG_inhib (hERG inhibition (general)): blocker. (7) The molecule is CN(C)CCN(C(=O)c1cc(Cl)sc1Cl)c1nc2ccc(F)cc2s1.Cl. Results: hERG_inhib (hERG inhibition (general)): blocker. (8) Results: hERG_inhib (hERG inhibition (general)): blocker. The compound is COC(=O)c1[nH]c2ccccc2c1NC(=O)CN1CCN(C/C=C/c2ccccc2)CC1.